Dataset: Reaction yield outcomes from USPTO patents with 853,638 reactions. Task: Predict the reaction yield, written as a fraction of the theoretical maximum amount of product (1.0 means a 100% yield; for example, 0.34 means a 34% yield). (1) The reactants are CCN(C(C)C)C(C)C.Cl.[CH3:11][O:12][C:13]([C:15]1[CH:16]=[C:17]2[C:21](=[CH:22][CH:23]=1)[CH2:20][CH2:19][C@H:18]2[NH2:24])=[O:14].[F:25][C:26]1[CH:31]=[CH:30][C:29]([S:32](Cl)(=[O:34])=[O:33])=[CH:28][CH:27]=1. The catalyst is ClCCl. The product is [F:25][C:26]1[CH:31]=[CH:30][C:29]([S:32]([NH:24][C@H:18]2[C:17]3[C:21](=[CH:22][CH:23]=[C:15]([C:13]([O:12][CH3:11])=[O:14])[CH:16]=3)[CH2:20][CH2:19]2)(=[O:34])=[O:33])=[CH:28][CH:27]=1. The yield is 0.880. (2) The reactants are N[CH2:2][CH2:3][N:4]([CH3:26])[C:5]1[C:6]([CH3:25])=[C:7]([CH:21]=[C:22]([Cl:24])[CH:23]=1)[C:8]([NH:10][CH2:11][C:12]1[C:13](=[O:20])[NH:14][C:15]([CH3:19])=[CH:16][C:17]=1[CH3:18])=[O:9].[CH2:27]=O.[C:29]([BH3-])#[N:30].[Na+]. The catalyst is CO. The product is [Cl:24][C:22]1[CH:23]=[C:5]([N:4]([CH2:3][CH2:2][N:30]([CH3:29])[CH3:27])[CH3:26])[C:6]([CH3:25])=[C:7]([CH:21]=1)[C:8]([NH:10][CH2:11][C:12]1[C:13](=[O:20])[NH:14][C:15]([CH3:19])=[CH:16][C:17]=1[CH3:18])=[O:9]. The yield is 0.500. (3) The reactants are [Cl:1][C:2]1[CH:7]=[CH:6][C:5](I)=[CH:4][CH:3]=1.[CH2:9]([OH:13])[CH2:10][CH:11]=[CH2:12].C(=O)(O)[O-].[Na+]. The catalyst is [Cl-].C([N+](CCCC)(CCCC)CCCC)CCC.C([O-])(=O)C.[Pd+2].C([O-])(=O)C.CN(C)C=O. The product is [Cl:1][C:2]1[CH:7]=[CH:6][C:5]([CH2:12][CH2:11][CH2:10][CH:9]=[O:13])=[CH:4][CH:3]=1. The yield is 0.720. (4) The reactants are [NH2:1][CH2:2][C@@H:3]1[CH2:7][CH2:6][N:5]([C:8]([O:10][C:11]([CH3:14])([CH3:13])[CH3:12])=[O:9])[CH2:4]1.Cl[C:16]([O:18][CH2:19][C:20]1[CH:25]=[CH:24][CH:23]=[CH:22][CH:21]=1)=[O:17].C(N(CC)CC)C. The catalyst is C1COCC1. The product is [CH2:19]([O:18][C:16](=[O:17])[NH:1][CH2:2][C@@H:3]1[CH2:7][CH2:6][N:5]([C:8]([O:10][C:11]([CH3:14])([CH3:13])[CH3:12])=[O:9])[CH2:4]1)[C:20]1[CH:25]=[CH:24][CH:23]=[CH:22][CH:21]=1. The yield is 0.770. (5) The reactants are [N:1]([CH2:4][CH:5]1[CH2:9][C:8]2[CH:10]=[CH:11][CH:12]=[C:13]([C:14]3[CH:19]=[CH:18][CH:17]=[C:16]([O:20][CH3:21])[CH:15]=3)[C:7]=2[O:6]1)=[N+]=[N-]. The catalyst is [Pd]. The product is [CH3:21][O:20][C:16]1[CH:15]=[C:14]([C:13]2[C:7]3[O:6][CH:5]([CH2:4][NH2:1])[CH2:9][C:8]=3[CH:10]=[CH:11][CH:12]=2)[CH:19]=[CH:18][CH:17]=1. The yield is 0.800. (6) The reactants are [CH3:1][C:2]1[CH:11]=[C:10]2[C:5]([C:6]([N:19]3[CH2:24][CH2:23][NH:22][CH2:21][CH2:20]3)=[N:7][C:8]([C:12]3[CH:17]=[CH:16][CH:15]=[CH:14][C:13]=3[OH:18])=[N:9]2)=[CH:4][CH:3]=1.[F:25][C:26]([F:34])([F:33])[CH2:27][CH:28]([OH:32])[C:29](O)=[O:30].CN(C(ON1N=NC2C=CC=NC1=2)=[N+](C)C)C.F[P-](F)(F)(F)(F)F.C(N(CC)CC)C. The catalyst is CN(C=O)C.O. The product is [F:25][C:26]([F:34])([F:33])[CH2:27][CH:28]([OH:32])[C:29]([N:22]1[CH2:23][CH2:24][N:19]([C:6]2[C:5]3[C:10](=[CH:11][C:2]([CH3:1])=[CH:3][CH:4]=3)[N:9]=[C:8]([C:12]3[CH:17]=[CH:16][CH:15]=[CH:14][C:13]=3[OH:18])[N:7]=2)[CH2:20][CH2:21]1)=[O:30]. The yield is 0.660. (7) The reactants are Br[CH2:2][C:3]1[S:4][C:5]2[CH:11]=[C:10]([O:12][CH3:13])[C:9]([O:14][CH3:15])=[CH:8][C:6]=2[N:7]=1.[P:16]([O:23]CC)([O:20][CH2:21][CH3:22])[O:17][CH2:18][CH3:19]. No catalyst specified. The product is [CH2:18]([O:17][P:16]([CH2:2][C:3]1[S:4][C:5]2[CH:11]=[C:10]([O:12][CH3:13])[C:9]([O:14][CH3:15])=[CH:8][C:6]=2[N:7]=1)(=[O:23])[O:20][CH2:21][CH3:22])[CH3:19]. The yield is 0.920.